This data is from NCI-60 drug combinations with 297,098 pairs across 59 cell lines. The task is: Regression. Given two drug SMILES strings and cell line genomic features, predict the synergy score measuring deviation from expected non-interaction effect. (1) Drug 1: CC1=C(C=C(C=C1)NC2=NC=CC(=N2)N(C)C3=CC4=NN(C(=C4C=C3)C)C)S(=O)(=O)N.Cl. Drug 2: CNC(=O)C1=CC=CC=C1SC2=CC3=C(C=C2)C(=NN3)C=CC4=CC=CC=N4. Cell line: SF-295. Synergy scores: CSS=9.26, Synergy_ZIP=-3.29, Synergy_Bliss=-3.91, Synergy_Loewe=-2.13, Synergy_HSA=-2.41. (2) Drug 1: CN(CC1=CN=C2C(=N1)C(=NC(=N2)N)N)C3=CC=C(C=C3)C(=O)NC(CCC(=O)O)C(=O)O. Drug 2: B(C(CC(C)C)NC(=O)C(CC1=CC=CC=C1)NC(=O)C2=NC=CN=C2)(O)O. Cell line: HS 578T. Synergy scores: CSS=39.5, Synergy_ZIP=2.07, Synergy_Bliss=0.272, Synergy_Loewe=0.275, Synergy_HSA=1.42. (3) Drug 1: C1CC(C1)(C(=O)O)C(=O)O.[NH2-].[NH2-].[Pt+2]. Drug 2: CCN(CC)CCCC(C)NC1=C2C=C(C=CC2=NC3=C1C=CC(=C3)Cl)OC. Cell line: PC-3. Synergy scores: CSS=18.2, Synergy_ZIP=-8.47, Synergy_Bliss=-0.469, Synergy_Loewe=-6.73, Synergy_HSA=0.257.